Dataset: Catalyst prediction with 721,799 reactions and 888 catalyst types from USPTO. Task: Predict which catalyst facilitates the given reaction. (1) Reactant: [CH3:1][O:2][CH2:3][N:4]1[C:12]2[C:7](=[CH:8][C:9]([C:13]([O:15]C)=[O:14])=[CH:10][CH:11]=2)[CH:6]=[N:5]1.[OH-].[Na+].Cl. Product: [CH3:1][O:2][CH2:3][N:4]1[C:12]2[C:7](=[CH:8][C:9]([C:13]([OH:15])=[O:14])=[CH:10][CH:11]=2)[CH:6]=[N:5]1. The catalyst class is: 24. (2) Reactant: Br[CH2:2][C:3]1[C:8]([CH3:9])=[CH:7][CH:6]=[CH:5][C:4]=1[N:10]1[C:14](=[O:15])[N:13]([CH3:16])[N:12]=[N:11]1.[Br:17][C:18]1[CH:23]=[CH:22][C:21]([OH:24])=[CH:20][C:19]=1[O:25][CH3:26].C(=O)([O-])[O-].[K+].[K+].C(#N)C. Product: [Br:17][C:18]1[CH:23]=[CH:22][C:21]([O:24][CH2:2][C:3]2[C:8]([CH3:9])=[CH:7][CH:6]=[CH:5][C:4]=2[N:10]2[C:14](=[O:15])[N:13]([CH3:16])[N:12]=[N:11]2)=[CH:20][C:19]=1[O:25][CH3:26]. The catalyst class is: 6.